This data is from Reaction yield outcomes from USPTO patents with 853,638 reactions. The task is: Predict the reaction yield, written as a fraction of the theoretical maximum amount of product (1.0 means a 100% yield; for example, 0.34 means a 34% yield). (1) The reactants are Cl[C:2]1[N:11]=[C:10]([NH:12][CH2:13][CH:14]([C:21]2[CH:26]=[CH:25][CH:24]=[CH:23][CH:22]=2)[N:15]2[CH2:20][CH2:19][CH2:18][CH2:17][CH2:16]2)[C:9]2[C:4](=[CH:5][CH:6]=[CH:7][CH:8]=2)[N:3]=1.[CH3:27][N:28]([CH3:38])[C:29]1[CH:34]=[CH:33][C:32](B(O)O)=[CH:31][CH:30]=1.CN(C)C1C=CC(C2N=C(NCC(C3C=CC=CC=3)C3NC=CC=3)C3C(=CC=CC=3)N=2)=CC=1. The catalyst is C1CCCCC1.CCOC(C)=O. The product is [CH3:27][N:28]([CH3:38])[C:29]1[CH:34]=[CH:33][C:32]([C:2]2[N:11]=[C:10]([NH:12][CH2:13][CH:14]([C:21]3[CH:26]=[CH:25][CH:24]=[CH:23][CH:22]=3)[N:15]3[CH2:20][CH2:19][CH2:18][CH2:17][CH2:16]3)[C:9]3[C:4](=[CH:5][CH:6]=[CH:7][CH:8]=3)[N:3]=2)=[CH:31][CH:30]=1. The yield is 0.530. (2) The reactants are Cl[C:2]1[N:7]=[C:6]([C:8]2[S:12][C:11]([N:13]3[CH2:17][CH2:16][CH2:15][CH2:14]3)=[N:10][C:9]=2[C:18]2[CH:19]=[CH:20][C:21]([F:36])=[C:22]([NH:24][S:25]([C:28]3[C:33]([F:34])=[CH:32][CH:31]=[CH:30][C:29]=3[F:35])(=[O:27])=[O:26])[CH:23]=2)[CH:5]=[CH:4][N:3]=1.[N:37]1([C:43]2[N:48]=[CH:47][C:46]([NH2:49])=[CH:45][CH:44]=2)[CH2:42][CH2:41][O:40][CH2:39][CH2:38]1.Cl.O1CCOCC1. The catalyst is FC(F)(F)CO. The product is [F:35][C:29]1[CH:30]=[CH:31][CH:32]=[C:33]([F:34])[C:28]=1[S:25]([NH:24][C:22]1[CH:23]=[C:18]([C:9]2[N:10]=[C:11]([N:13]3[CH2:17][CH2:16][CH2:15][CH2:14]3)[S:12][C:8]=2[C:6]2[CH:5]=[CH:4][N:3]=[C:2]([NH:49][C:46]3[CH:47]=[N:48][C:43]([N:37]4[CH2:38][CH2:39][O:40][CH2:41][CH2:42]4)=[CH:44][CH:45]=3)[N:7]=2)[CH:19]=[CH:20][C:21]=1[F:36])(=[O:27])=[O:26]. The yield is 0.220.